Dataset: Full USPTO retrosynthesis dataset with 1.9M reactions from patents (1976-2016). Task: Predict the reactants needed to synthesize the given product. (1) Given the product [C:33]([O:32][P:26]([CH2:25][C:22]1[CH:21]=[CH:20][C:19]([CH:16]=[CH:15][C:14]([N:9]2[C@@H:8]([CH2:1][C:2]3[CH:3]=[CH:4][CH:5]=[CH:6][CH:7]=3)[CH2:12][O:11][C:10]2=[O:13])=[O:17])=[CH:24][CH:23]=1)([O:27][C:28]([CH3:31])([CH3:30])[CH3:29])=[O:37])([CH3:34])([CH3:35])[CH3:36], predict the reactants needed to synthesize it. The reactants are: [CH2:1]([C@H:8]1[CH2:12][O:11][C:10](=[O:13])[N:9]1[C:14](=[O:17])[CH:15]=[CH2:16])[C:2]1[CH:7]=[CH:6][CH:5]=[CH:4][CH:3]=1.Br[C:19]1[CH:24]=[CH:23][C:22]([CH2:25][P:26](=[O:37])([O:32][C:33]([CH3:36])([CH3:35])[CH3:34])[O:27][C:28]([CH3:31])([CH3:30])[CH3:29])=[CH:21][CH:20]=1.C1(C)C=CC=CC=1P(C1C=CC=CC=1C)C1C=CC=CC=1C. (2) Given the product [CH2:27]([O:26][C:16]1[CH:15]=[C:66]([CH:10]=[C:9]([O:8][CH2:1][C:2]2[CH:3]=[CH:4][CH:5]=[CH:6][CH:7]=2)[C:17]=1[O:18][CH2:19][C:20]1[CH:25]=[CH:24][CH:23]=[CH:22][CH:21]=1)[C:64]([NH:60][CH2:61][CH2:63][CH2:69][CH3:70])=[O:41])[C:28]1[CH:29]=[CH:30][CH:31]=[CH:32][CH:33]=1, predict the reactants needed to synthesize it. The reactants are: [CH2:1]([O:8][C:9]1[CH:10]=C([CH:15]=[C:16]([O:26][CH2:27][C:28]2[CH:33]=[CH:32][CH:31]=[CH:30][CH:29]=2)[C:17]=1[O:18][CH2:19][C:20]1[CH:25]=[CH:24][CH:23]=[CH:22][CH:21]=1)C(O)=O)[C:2]1[CH:7]=[CH:6][CH:5]=[CH:4][CH:3]=1.CN(C([O:41]N1N=NC2C=CC=NC1=2)=[N+](C)C)C.F[P-](F)(F)(F)(F)F.CC[N:60]([CH:64]([CH3:66])C)[CH:61]([CH3:63])C.C(N)C[CH2:69][CH3:70]. (3) The reactants are: [H-].[H-].[H-].[H-].[Li+].[Al+3].[CH3:7][C:8]1([CH3:31])[CH2:12][CH2:11][CH2:10][N:9]1[CH2:13][CH2:14][CH2:15][O:16][C:17]1[CH:22]=[CH:21][C:20]([C:23]2([C:29]#[N:30])[CH2:28][CH2:27][CH2:26][CH2:25][CH2:24]2)=[CH:19][CH:18]=1.O.[OH-].[Na+]. Given the product [NH3:9].[CH3:7][C:8]1([CH3:31])[CH2:12][CH2:11][CH2:10][N:9]1[CH2:13][CH2:14][CH2:15][O:16][C:17]1[CH:22]=[CH:21][C:20]([C:23]2([CH2:29][NH2:30])[CH2:28][CH2:27][CH2:26][CH2:25][CH2:24]2)=[CH:19][CH:18]=1, predict the reactants needed to synthesize it.